This data is from Reaction yield outcomes from USPTO patents with 853,638 reactions. The task is: Predict the reaction yield, written as a fraction of the theoretical maximum amount of product (1.0 means a 100% yield; for example, 0.34 means a 34% yield). (1) The reactants are [H-].[Na+].[F:3][C:4]([F:8])([F:7])[CH2:5][OH:6].[C:9]([O:13][C:14]([N:16]1[CH2:21][CH2:20][C:19]([NH:24][C:25](=[O:34])[C:26]2[CH:31]=[CH:30][CH:29]=[C:28]([CH2:32]Cl)[CH:27]=2)([C:22]#[N:23])[CH2:18][CH2:17]1)=[O:15])([CH3:12])([CH3:11])[CH3:10]. The catalyst is CN(C=O)C. The yield is 0.520. The product is [C:9]([O:13][C:14]([N:16]1[CH2:17][CH2:18][C:19]([C:22]#[N:23])([NH:24][C:25](=[O:34])[C:26]2[CH:31]=[CH:30][CH:29]=[C:28]([CH2:32][O:6][CH2:5][C:4]([F:8])([F:7])[F:3])[CH:27]=2)[CH2:20][CH2:21]1)=[O:15])([CH3:12])([CH3:10])[CH3:11]. (2) The reactants are [CH3:1][C:2]1[CH:11]=[CH:10][C:9]2[C:4](=[CH:5][CH:6]=[CH:7][C:8]=2[N:12]2[CH2:17][CH2:16][N:15](C(OC(C)(C)C)=O)[CH2:14][CH2:13]2)[N:3]=1.Cl. The catalyst is CC(O)C. The product is [CH3:1][C:2]1[CH:11]=[CH:10][C:9]2[C:4](=[CH:5][CH:6]=[CH:7][C:8]=2[N:12]2[CH2:17][CH2:16][NH:15][CH2:14][CH2:13]2)[N:3]=1. The yield is 0.800.